This data is from Reaction yield outcomes from USPTO patents with 853,638 reactions. The task is: Predict the reaction yield, written as a fraction of the theoretical maximum amount of product (1.0 means a 100% yield; for example, 0.34 means a 34% yield). (1) The reactants are NO.Cl.C[N:5](C)[C:6](=[N:8][C:9]([C:11]1[CH:12]=[N:13][N:14]2[C:19](=[O:20])[CH:18]=[C:17]([C:21]3[CH:22]=[C:23]4[C:27](=[CH:28][CH:29]=3)[N:26]([CH3:30])[N:25]=[CH:24]4)[NH:16][C:15]=12)=[O:10])[CH3:7].[OH-].[Na+]. The catalyst is O1CCOCC1.CC(O)=O. The product is [CH3:7][C:6]1[N:8]=[C:9]([C:11]2[CH:12]=[N:13][N:14]3[C:19](=[O:20])[CH:18]=[C:17]([C:21]4[CH:22]=[C:23]5[C:27](=[CH:28][CH:29]=4)[N:26]([CH3:30])[N:25]=[CH:24]5)[NH:16][C:15]=23)[O:10][N:5]=1. The yield is 0.120. (2) The reactants are [O:1]=[C:2]1[CH2:6][S:5][C:4](=[S:7])[N:3]1[CH:8]1[CH2:13][CH2:12][CH2:11][CH:10]([C:14]([OH:16])=[O:15])[CH2:9]1.[C:17]([C:21]1[CH:26]=[CH:25][C:24]([C:27]2[O:31][C:30]([CH:32]=O)=[CH:29][CH:28]=2)=[CH:23][CH:22]=1)([CH3:20])([CH3:19])[CH3:18].C(O)C. The catalyst is CO.ClCCl.[Cl-].[NH4+]. The product is [C:17]([C:21]1[CH:26]=[CH:25][C:24]([C:27]2[O:31][C:30]([CH:32]=[C:6]3[S:5][C:4](=[S:7])[N:3]([CH:8]4[CH2:13][CH2:12][CH2:11][CH:10]([C:14]([OH:16])=[O:15])[CH2:9]4)[C:2]3=[O:1])=[CH:29][CH:28]=2)=[CH:23][CH:22]=1)([CH3:20])([CH3:19])[CH3:18]. The yield is 0.690. (3) The reactants are [CH3:1][C:2]1[N:3]=[CH:4][N:5](C(=O)C)[CH:6]=1.[CH3:10][Si:11]([CH2:14][CH2:15][O:16][CH2:17]Cl)([CH3:13])[CH3:12]. The catalyst is C(#N)C. The product is [CH3:1][C:2]1[N:3]([CH2:17][O:16][CH2:15][CH2:14][Si:11]([CH3:13])([CH3:12])[CH3:10])[CH:4]=[N:5][CH:6]=1. The yield is 0.610. (4) The reactants are Br[C:2]1[N:7]=[C:6]([C:8](=[O:10])[CH3:9])[CH:5]=[CH:4][CH:3]=1.[CH2:11]([N:15]1[N:19]=[C:18]2[CH:20]=[CH:21][CH:22]=[CH:23][C:17]2=[N:16]1)[CH2:12][C:13]#[CH:14]. No catalyst specified. The product is [N:16]1[N:15]([CH2:11][CH2:12][C:13]#[C:14][C:2]2[N:7]=[C:6]([C:8](=[O:10])[CH3:9])[CH:5]=[CH:4][CH:3]=2)[N:19]=[C:18]2[CH:20]=[CH:21][CH:22]=[CH:23][C:17]=12. The yield is 0.510. (5) The reactants are [NH2:1][C:2]1[CH:7]=[CH:6][NH:5][C:4](=[O:8])[N:3]=1.C([O-])([O-])=O.[K+].[K+].[C:15]1([CH2:21][C:22](Cl)=[O:23])[CH:20]=[CH:19][CH:18]=[CH:17][CH:16]=1. The catalyst is CN(C=O)C.O. The product is [O:8]=[C:4]1[N:3]=[C:2]([NH:1][C:22](=[O:23])[CH2:21][C:15]2[CH:20]=[CH:19][CH:18]=[CH:17][CH:16]=2)[CH:7]=[CH:6][NH:5]1. The yield is 0.540. (6) The catalyst is ClCCl. The yield is 0.740. The reactants are [F:1][C:2]([F:43])([F:42])[C:3]1[CH:4]=[C:5]([CH:39]=[CH:40][CH:41]=1)[CH2:6][NH:7][C:8](=[O:38])[C:9]1[CH:14]=[CH:13][N:12]=[C:11]([C:15]2[CH:20]=[C:19]([N:21]3[CH2:26][CH2:25][CH2:24][CH2:23][CH2:22]3)[CH:18]=[CH:17][C:16]=2[NH:27][C:28](=[O:37])[C:29]2([CH2:35]Cl)[CH:34]=[CH:33][CH:32]=[CH:31][NH:30]2)[CH:10]=1.[CH3:44][NH2:45]. The product is [F:1][C:2]([F:43])([F:42])[C:3]1[CH:4]=[C:5]([CH:39]=[CH:40][CH:41]=1)[CH2:6][NH:7][C:8](=[O:38])[C:9]1[CH:14]=[CH:13][N:12]=[C:11]([C:15]2[CH:20]=[C:19]([N:21]3[CH2:26][CH2:25][CH2:24][CH2:23][CH2:22]3)[CH:18]=[CH:17][C:16]=2[NH:27][C:28](=[O:37])[C:29]2([CH2:35][NH:45][CH3:44])[CH:34]=[CH:33][CH:32]=[CH:31][NH:30]2)[CH:10]=1.